This data is from Full USPTO retrosynthesis dataset with 1.9M reactions from patents (1976-2016). The task is: Predict the reactants needed to synthesize the given product. (1) Given the product [F:7][C:8]1[C:17]2[CH2:16][O:15][C:14](=[O:18])[N:13]([CH3:19])[C:12]=2[C:11]([F:20])=[CH:10][C:9]=1[N:21]1[CH2:41][C@H:40]([CH2:39][NH:38][C:37](=[O:44])[O:36][C:32]([CH3:35])([CH3:34])[CH3:33])[O:43][C:22]1=[O:23], predict the reactants needed to synthesize it. The reactants are: CC(C)([O-])C.[Li+].[F:7][C:8]1[C:17]2[CH2:16][O:15][C:14](=[O:18])[N:13]([CH3:19])[C:12]=2[C:11]([F:20])=[CH:10][C:9]=1[NH:21][C:22](=O)[O:23]CC1C=CC=CC=1.[C:32]([O:36][C:37](=[O:44])[NH:38][CH2:39][CH:40]([OH:43])[CH2:41]Cl)([CH3:35])([CH3:34])[CH3:33]. (2) Given the product [CH2:1]([O:8][C:9]([NH:11][C@H:12]([C:27]([O:29][CH3:30])=[O:28])[CH2:13][NH:14][C:15]1[C:20]2[CH:21]=[C:22]([C:31]3[CH:36]=[CH:35][CH:34]=[CH:33][CH:32]=3)[S:23][C:19]=2[C:18]([C:25]#[N:26])=[CH:17][N:16]=1)=[O:10])[C:2]1[CH:7]=[CH:6][CH:5]=[CH:4][CH:3]=1, predict the reactants needed to synthesize it. The reactants are: [CH2:1]([O:8][C:9]([NH:11][C@H:12]([C:27]([O:29][CH3:30])=[O:28])[CH2:13][NH:14][C:15]1[C:20]2[CH:21]=[C:22](Br)[S:23][C:19]=2[C:18]([C:25]#[N:26])=[CH:17][N:16]=1)=[O:10])[C:2]1[CH:7]=[CH:6][CH:5]=[CH:4][CH:3]=1.[C:31]1(B(O)O)[CH:36]=[CH:35][CH:34]=[CH:33][CH:32]=1.C(=O)([O-])[O-].[Cs+].[Cs+].O. (3) Given the product [CH:28]1([C:31]2[CH:32]=[C:33](/[C:43](=[CH:47]\[C@H:48]3[CH2:68][CH2:67][C:50]4([O:54][C@H:53]([C:55]5[CH:56]=[CH:57][CH:58]=[CH:59][CH:60]=5)[C@@H:52]([C:61]5[CH:66]=[CH:65][CH:64]=[CH:63][CH:62]=5)[O:51]4)[CH2:49]3)/[C:44]([NH:69][C:70]3[CH:74]=[CH:73][N:72]([C:75]([O:77][C:78]([CH3:81])([CH3:80])[CH3:79])=[O:76])[N:71]=3)=[O:45])[CH:34]=[CH:35][C:36]=2[S:37]([CH:40]2[CH2:41][CH2:42]2)(=[O:39])=[O:38])[CH2:29][CH2:30]1, predict the reactants needed to synthesize it. The reactants are: C1(P(C2C=CC=CC=2)C2C=CC=CC=2)C=CC=CC=1.BrN1C(=O)CCC1=O.[CH:28]1([C:31]2[CH:32]=[C:33](/[C:43](=[CH:47]\[C@H:48]3[CH2:68][CH2:67][C:50]4([O:54][C@H:53]([C:55]5[CH:60]=[CH:59][CH:58]=[CH:57][CH:56]=5)[C@@H:52]([C:61]5[CH:66]=[CH:65][CH:64]=[CH:63][CH:62]=5)[O:51]4)[CH2:49]3)/[C:44](O)=[O:45])[CH:34]=[CH:35][C:36]=2[S:37]([CH:40]2[CH2:42][CH2:41]2)(=[O:39])=[O:38])[CH2:30][CH2:29]1.[NH2:69][C:70]1[CH:74]=[CH:73][N:72]([C:75]([O:77][C:78]([CH3:81])([CH3:80])[CH3:79])=[O:76])[N:71]=1. (4) Given the product [CH3:19][C:18]([CH3:28])([CH2:21][C:22]1[CH:27]=[CH:26][CH:25]=[CH:24][CH:23]=1)/[CH:17]=[CH:11]/[C:12]([O:14][CH2:15][CH3:16])=[O:13], predict the reactants needed to synthesize it. The reactants are: [H-].[Na+].C(OP([CH2:11][C:12]([O:14][CH2:15][CH3:16])=[O:13])(OCC)=O)C.[CH3:17][C:18]([CH3:28])([CH2:21][C:22]1[CH:27]=[CH:26][CH:25]=[CH:24][CH:23]=1)[CH:19]=O.O. (5) Given the product [CH3:8][O:9][C:10]1[CH:15]=[CH:14][CH:13]=[CH:12][C:11]=1[C:16]1[N:24]2[C:19]([CH:20]=[N:21][C:22]([C:25]3[NH:26][N:3]=[N:2][N:1]=3)=[N:23]2)=[CH:18][CH:17]=1, predict the reactants needed to synthesize it. The reactants are: [N:1]([Si](C)(C)C)=[N+:2]=[N-:3].[CH3:8][O:9][C:10]1[CH:15]=[CH:14][CH:13]=[CH:12][C:11]=1[C:16]1[N:24]2[C:19]([CH:20]=[N:21][C:22]([C:25]#[N:26])=[N:23]2)=[CH:18][CH:17]=1.C1(C)C=CC=CC=1.C([Sn](CCCC)=O)CCC. (6) The reactants are: [Cl:1][C:2]1[N:10]=[C:9]2[C:5]([NH:6][CH:7]=[N:8]2)=[C:4]([Cl:11])[N:3]=1.O[C@@H:13]1[CH2:17][CH2:16][N:15]([C:18]([O:20][C:21]([CH3:24])([CH3:23])[CH3:22])=[O:19])[CH2:14]1.C1(P(C2C=CC=CC=2)C2C=CC=CC=2)C=CC=CC=1.N(C(OC(C)C)=O)=NC(OC(C)C)=O. Given the product [Cl:1][C:2]1[N:10]=[C:9]2[C:5]([N:6]=[CH:7][N:8]2[C@H:17]2[CH2:13][CH2:14][N:15]([C:18]([O:20][C:21]([CH3:24])([CH3:23])[CH3:22])=[O:19])[CH2:16]2)=[C:4]([Cl:11])[N:3]=1, predict the reactants needed to synthesize it. (7) The reactants are: [C:1](=[O:8])([O:3]C(C)(C)C)[NH2:2].[OH-].[Na+].ClOC(C)(C)C.CC[C@@H]1[C@@H]2C[C@H]([C@@H](OC3C4C(=CC=CC=4)C(O[C@@H](C4C=CN=C5C=4C=C(OC)C=C5)[C@@H]4N5C[C@H](CC)[C@@H](CC5)C4)=NN=3)C3C=CN=C4C=3C=C(OC)C=C4)N(CC2)C1.[Br:75][C:76]1[CH:77]=[N:78][CH:79]=[C:80](/[CH:82]=[CH:83]/[C:84]2[CH:89]=[C:88]([F:90])[C:87]([F:91])=[CH:86][C:85]=2[F:92])[CH:81]=1.O.O.O.O.O.S([O-])([O-])(=O)=S.[Na+].[Na+].CC(C)([O-])C.[K+]. Given the product [Br:75][C:76]1[CH:81]=[C:80]([C@@H:82]2[C@@H:83]([C:84]3[CH:89]=[C:88]([F:90])[C:87]([F:91])=[CH:86][C:85]=3[F:92])[O:8][C:1](=[O:3])[NH:2]2)[CH:79]=[N:78][CH:77]=1, predict the reactants needed to synthesize it.